This data is from Full USPTO retrosynthesis dataset with 1.9M reactions from patents (1976-2016). The task is: Predict the reactants needed to synthesize the given product. (1) Given the product [NH2:38][C:39]1([C:43]2[CH:44]=[CH:45][C:46]([C:49]3[C:54](=[O:55])[C:53]4[CH:56]=[CH:57][C:58]5[NH:59][C:60](=[O:63])[NH:61][C:62]=5[C:52]=4[O:51][C:50]=3[C:64]3[CH:69]=[CH:68][CH:67]=[CH:66][CH:65]=3)=[CH:47][CH:48]=2)[CH2:42][CH2:41][CH2:40]1, predict the reactants needed to synthesize it. The reactants are: NC1(C2C=CC(C3C(=O)C4C(OC=3C3C=CC=CC=3)=C3C(=CC=4)NN=C3)=CC=2)CCC1.C(OC(=O)[NH:38][C:39]1([C:43]2[CH:48]=[CH:47][C:46]([C:49]3[C:54](=[O:55])[C:53]4[CH:56]=[CH:57][C:58]5[NH:59][C:60](=[O:63])[NH:61][C:62]=5[C:52]=4[O:51][C:50]=3[C:64]3[CH:69]=[CH:68][CH:67]=[CH:66][CH:65]=3)=[CH:45][CH:44]=2)[CH2:42][CH2:41][CH2:40]1)(C)(C)C. (2) The reactants are: [C:1]1([C:7]2[N:8]=[C:9]([NH2:13])[N:10]=[N:11][CH:12]=2)[CH:6]=[CH:5][CH:4]=[CH:3][CH:2]=1.[Br:14]N1C(=O)CCC1=O. Given the product [Br:14][C:12]1[N:11]=[N:10][C:9]([NH2:13])=[N:8][C:7]=1[C:1]1[CH:2]=[CH:3][CH:4]=[CH:5][CH:6]=1, predict the reactants needed to synthesize it. (3) Given the product [Cl:30][C@H:29]([CH2:6][C:7]1[CH:8]=[CH:9][CH:10]=[CH:11][CH:12]=1)[CH2:16][N:18]([CH3:19])[CH2:21][C:22]#[CH:23], predict the reactants needed to synthesize it. The reactants are: CN(CC#C)[C@@H]([CH2:6][C:7]1[CH:12]=[CH:11][CH:10]=[CH:9][CH:8]=1)CO.[CH2:16]([N:18]([CH2:21][CH3:22])[CH2:19]C)C.[CH3:23]S(Cl)(=O)=O.Cl[CH2:29][Cl:30]. (4) Given the product [Cl:1][C:2]1[N:7]=[C:6]([NH:8][C:18](=[O:19])[C:17]([CH3:22])([CH3:21])[CH3:16])[CH:5]=[CH:4][CH:3]=1, predict the reactants needed to synthesize it. The reactants are: [Cl:1][C:2]1[N:7]=[C:6]([NH2:8])[CH:5]=[CH:4][CH:3]=1.C(N(CC)CC)C.[CH3:16][C:17]([CH3:22])([CH3:21])[C:18](Cl)=[O:19].Cl. (5) The reactants are: [CH3:1][C@@H:2]1[CH2:7][CH2:6][C@H:5]([N:8]([C@H:16]2[CH2:20][C@@H:19]([C:21]([N:23]3[CH2:28][CH2:27][N:26]([CH3:29])[CH2:25][CH2:24]3)=[O:22])[NH:18][CH2:17]2)[C:9]([C@@H:11]2[CH2:15][CH2:14][CH2:13][O:12]2)=[O:10])[CH2:4][CH2:3]1.[C:30]([N:37]1[CH2:41][C@@H:40]([C:42]2[CH:47]=[CH:46][C:45]([Cl:48])=[CH:44][CH:43]=2)[C@H:39]([C:49](O)=[O:50])[CH2:38]1)([O:32][C:33]([CH3:36])([CH3:35])[CH3:34])=[O:31]. Given the product [C:30]([N:37]1[CH2:38][C@@H:39]([C:49]([N:18]2[CH2:17][C@@H:16]([N:8]([C@H:5]3[CH2:6][CH2:7][C@@H:2]([CH3:1])[CH2:3][CH2:4]3)[C:9]([C@@H:11]3[CH2:15][CH2:14][CH2:13][O:12]3)=[O:10])[CH2:20][C@H:19]2[C:21]([N:23]2[CH2:28][CH2:27][N:26]([CH3:29])[CH2:25][CH2:24]2)=[O:22])=[O:50])[C@H:40]([C:42]2[CH:43]=[CH:44][C:45]([Cl:48])=[CH:46][CH:47]=2)[CH2:41]1)([O:32][C:33]([CH3:35])([CH3:36])[CH3:34])=[O:31], predict the reactants needed to synthesize it. (6) Given the product [F:25][C:20]1[CH:21]=[CH:22][CH:23]=[CH:24][C:19]=1[CH2:18][S:17][C:13]1[N:14]=[C:15]2[C:10]([N:9]=[C:7]([NH:6][C:4](=[O:5])[O:3][CH2:1][CH3:2])[NH:16]2)=[C:11]([NH:26][C@H:27]([CH3:30])[CH2:28][OH:29])[N:12]=1, predict the reactants needed to synthesize it. The reactants are: [CH2:1]([O:3][C:4]([N:6]=[C:7]=S)=[O:5])[CH3:2].[NH2:9][C:10]1[C:11]([NH:26][C@H:27]([CH3:30])[CH2:28][OH:29])=[N:12][C:13]([S:17][CH2:18][C:19]2[CH:24]=[CH:23][CH:22]=[CH:21][C:20]=2[F:25])=[N:14][C:15]=1[NH2:16].C(N(CC)CC)C.C(N=C=NC(C)C)(C)C. (7) Given the product [F:1][C:2]1[CH:12]=[CH:11][C:5]([O:6][CH2:7][C:8]2[CH:9]=[C:64]3[C:81](=[O:83])[NH:80][CH2:78][CH2:77][N:65]3[N:66]=2)=[CH:4][CH:3]=1, predict the reactants needed to synthesize it. The reactants are: [F:1][C:2]1[CH:12]=[CH:11][C:5]([O:6][CH2:7][C:8](=O)[CH3:9])=[CH:4][CH:3]=1.C(OCC)(=O)C(OCC)=O.C(OC(=O)C(=O)CC(=O)COC1C=CC=CC=1)C.C(OC(C1NN=C(COC2C=CC=CC=2)C=1)=O)C.C(OC([C:64]1[N:65]([CH2:77][CH:78]([NH:80][C:81]([O:83]C(C)(C)C)=O)C)[N:66]=C(COC2C=CC=CC=2)C=1)=O)C.O(CC1C=C2C(=O)NCCN2N=1)C1C=CC=CC=1.